From a dataset of Peptide-MHC class I binding affinity with 185,985 pairs from IEDB/IMGT. Regression. Given a peptide amino acid sequence and an MHC pseudo amino acid sequence, predict their binding affinity value. This is MHC class I binding data. The peptide sequence is KVLNPYMPTV. The MHC is HLA-A02:17 with pseudo-sequence HLA-A02:17. The binding affinity (normalized) is 0.708.